From a dataset of Aqueous solubility values for 9,982 compounds from the AqSolDB database. Regression/Classification. Given a drug SMILES string, predict its absorption, distribution, metabolism, or excretion properties. Task type varies by dataset: regression for continuous measurements (e.g., permeability, clearance, half-life) or binary classification for categorical outcomes (e.g., BBB penetration, CYP inhibition). For this dataset (solubility_aqsoldb), we predict Y. (1) The drug is CS(=O)(=O)O. The Y is 1.02 log mol/L. (2) The drug is CCCCCCCC(C(=O)O)C(=O)O. The Y is -2.04 log mol/L.